From a dataset of Catalyst prediction with 721,799 reactions and 888 catalyst types from USPTO. Predict which catalyst facilitates the given reaction. (1) Reactant: Br[C:2]1[C:3](=[O:31])[N:4]([CH2:19][CH2:20][C:21]2[CH:30]=[CH:29][C:24]([C:25]([O:27][CH3:28])=[O:26])=[CH:23][CH:22]=2)[C:5]([CH2:9][O:10][C:11]2[CH:16]=[CH:15][CH:14]=[C:13]([CH2:17][CH3:18])[CH:12]=2)=[C:6]([Br:8])[CH:7]=1.[CH3:32]OB(O)O.C(=O)([O-])[O-].[Na+].[Na+]. Product: [Br:8][C:6]1[CH:7]=[C:2]([CH3:32])[C:3](=[O:31])[N:4]([CH2:19][CH2:20][C:21]2[CH:30]=[CH:29][C:24]([C:25]([O:27][CH3:28])=[O:26])=[CH:23][CH:22]=2)[C:5]=1[CH2:9][O:10][C:11]1[CH:16]=[CH:15][CH:14]=[C:13]([CH2:17][CH3:18])[CH:12]=1. The catalyst class is: 128. (2) Reactant: [CH3:1][O:2][C:3]1[CH:19]=[CH:18][C:6]([CH2:7][N:8]2[C:12]3[N:13]=[CH:14][CH:15]=[C:16]([OH:17])[C:11]=3[CH:10]=[N:9]2)=[CH:5][CH:4]=1.F[C:21]1[CH:26]=[CH:25][C:24]([N+:27]([O-:29])=[O:28])=[CH:23][C:22]=1[F:30]. Product: [CH3:1][O:2][C:3]1[CH:4]=[CH:5][C:6]([CH2:7][N:8]2[C:12]3=[N:13][CH:14]=[CH:15][C:16]([O:17][C:21]4[CH:26]=[CH:25][C:24]([N+:27]([O-:29])=[O:28])=[CH:23][C:22]=4[F:30])=[C:11]3[CH:10]=[N:9]2)=[CH:18][CH:19]=1. The catalyst class is: 44. (3) Reactant: [C:1](=[O:26])([O:12][CH:13]1[CH2:18][CH2:17][N:16]([C:19]2[CH:24]=[CH:23][C:22](=[O:25])[NH:21][N:20]=2)[CH2:15][CH2:14]1)OC1C=CC([N+]([O-])=O)=CC=1.[CH:27]1([N:31]2[CH2:36][CH2:35][NH:34][CH2:33][CH2:32]2)[CH2:30][CH2:29][CH2:28]1. Product: [CH:27]1([N:31]2[CH2:36][CH2:35][N:34]([C:1]([O:12][CH:13]3[CH2:14][CH2:15][N:16]([C:19]4[CH:24]=[CH:23][C:22](=[O:25])[NH:21][N:20]=4)[CH2:17][CH2:18]3)=[O:26])[CH2:33][CH2:32]2)[CH2:30][CH2:29][CH2:28]1. The catalyst class is: 2. (4) Reactant: [O:1]1[C:5]2[CH:6]=[CH:7][C:8]([CH2:10][CH:11]([CH3:16])[CH2:12][C:13]([OH:15])=O)=[CH:9][C:4]=2[O:3][CH2:2]1.C([O-])([O-])=O.[K+].[K+].O=P(Cl)(Cl)Cl.[OH-].[Na+]. Product: [CH3:16][CH:11]1[CH2:10][C:8]2[C:7](=[CH:6][C:5]3[O:1][CH2:2][O:3][C:4]=3[CH:9]=2)[C:13](=[O:15])[CH2:12]1. The catalyst class is: 23. (5) Reactant: [Br:1][C:2]1[CH:7]=[CH:6][C:5]([C:8]2[N:13]=[N:12][C:11]([NH2:14])=[N:10][CH:9]=2)=[CH:4][C:3]=1[F:15].Cl[CH:17]([CH:20]([C:22]1[CH:23]=[C:24]2[C:29](=[CH:30][CH:31]=1)[N:28]=[CH:27][CH:26]=[CH:25]2)[CH3:21])[CH:18]=O.C(N(CC)CC)C. Product: [Br:1][C:2]1[CH:7]=[CH:6][C:5]([C:8]2[CH:9]=[N:10][C:11]3[N:12]([C:17]([CH:20]([C:22]4[CH:23]=[C:24]5[C:29](=[CH:30][CH:31]=4)[N:28]=[CH:27][CH:26]=[CH:25]5)[CH3:21])=[CH:18][N:14]=3)[N:13]=2)=[CH:4][C:3]=1[F:15]. The catalyst class is: 32.